This data is from Full USPTO retrosynthesis dataset with 1.9M reactions from patents (1976-2016). The task is: Predict the reactants needed to synthesize the given product. (1) Given the product [ClH:1].[ClH:1].[NH2:8][C:6]1[CH:5]=[CH:4][C:3]([N:11]([CH2:14][CH2:15][C:16]2[CH:21]=[CH:20][CH:19]=[CH:18][N:17]=2)[CH:12]=[O:13])=[C:2]([Cl:1])[CH:7]=1, predict the reactants needed to synthesize it. The reactants are: [Cl:1][C:2]1[CH:7]=[C:6]([N+:8]([O-])=O)[CH:5]=[CH:4][C:3]=1[N:11]([CH2:14][CH2:15][C:16]1[CH:21]=[CH:20][CH:19]=[CH:18][N:17]=1)[CH:12]=[O:13].O.NN. (2) Given the product [Br:1][C:2]1[CH:3]=[CH:4][C:5]([N:8]2[CH2:9][CH2:10][S:11](=[O:15])(=[N:14][CH3:18])[CH2:12][CH2:13]2)=[CH:6][CH:7]=1, predict the reactants needed to synthesize it. The reactants are: [Br:1][C:2]1[CH:7]=[CH:6][C:5]([N:8]2[CH2:13][CH2:12][S:11](=[O:15])(=[NH:14])[CH2:10][CH2:9]2)=[CH:4][CH:3]=1.C=O.[CH3:18]C1C(Br)=C(O)C(Br)=CC=1C1(C2C=C(Br)C(O)=C(Br)C=2C)OS(=O)(=O)C2C=CC=CC1=2.[OH-].[Na+].[BH3-]C#N.[Na+]. (3) Given the product [CH2:14]([N:13]([CH2:6][C:7]1[CH:12]=[CH:11][CH:10]=[CH:9][CH:8]=1)[C:3]1([C:25]#[N:26])[CH2:4][O:1][CH2:2]1)[C:15]1[CH:20]=[CH:19][CH:18]=[CH:17][CH:16]=1, predict the reactants needed to synthesize it. The reactants are: [O:1]1[CH2:4][C:3](=O)[CH2:2]1.[CH2:6]([NH:13][CH2:14][C:15]1[CH:20]=[CH:19][CH:18]=[CH:17][CH:16]=1)[C:7]1[CH:12]=[CH:11][CH:10]=[CH:9][CH:8]=1.C[Si]([C:25]#[N:26])(C)C.N. (4) The reactants are: [ClH:1].C(OCC)(=O)C.[F:8][C:9]1([F:60])[CH2:14][CH2:13][CH:12]([C:15]2[C:24]3[C@@H:23]([OH:25])[CH2:22][C:21]([CH3:27])([CH3:26])[CH2:20][C:19]=3[N:18]=[C:17]([CH:28]3[CH2:33][CH2:32][N:31]([C:34]4[N:39]=[CH:38][C:37]([O:40][CH2:41][C:42]([CH2:46][OH:47])([CH3:45])[CH2:43][OH:44])=[CH:36][N:35]=4)[CH2:30][CH2:29]3)[C:16]=2[C@@H:48]([F:59])[C:49]2[CH:54]=[CH:53][C:52]([C:55]([F:58])([F:57])[F:56])=[CH:51][CH:50]=2)[CH2:11][CH2:10]1. Given the product [ClH:1].[ClH:1].[F:60][C:9]1([F:8])[CH2:10][CH2:11][CH:12]([C:15]2[C:24]3[C@@H:23]([OH:25])[CH2:22][C:21]([CH3:26])([CH3:27])[CH2:20][C:19]=3[N:18]=[C:17]([CH:28]3[CH2:33][CH2:32][N:31]([C:34]4[N:39]=[CH:38][C:37]([O:40][CH2:41][C:42]([CH2:46][OH:47])([CH3:45])[CH2:43][OH:44])=[CH:36][N:35]=4)[CH2:30][CH2:29]3)[C:16]=2[C@@H:48]([F:59])[C:49]2[CH:54]=[CH:53][C:52]([C:55]([F:56])([F:58])[F:57])=[CH:51][CH:50]=2)[CH2:13][CH2:14]1, predict the reactants needed to synthesize it. (5) Given the product [NH2:1][C:2](=[O:26])[CH2:3][CH2:4][C:5]1[CH:6]=[C:7]([CH:23]=[CH:24][CH:25]=1)[C:8]([NH:10][C:11]1[CH:16]=[CH:15][CH:14]=[CH:13][C:12]=1/[CH:17]=[CH:18]/[C:19]([NH:27][OH:28])=[O:20])=[O:9], predict the reactants needed to synthesize it. The reactants are: [NH2:1][C:2](=[O:26])[CH2:3][CH2:4][C:5]1[CH:6]=[C:7]([CH:23]=[CH:24][CH:25]=1)[C:8]([NH:10][C:11]1[CH:16]=[CH:15][CH:14]=[CH:13][C:12]=1/[CH:17]=[CH:18]/[C:19](OC)=[O:20])=[O:9].[NH2:27][OH:28].[OH-].[Na+]. (6) Given the product [NH:15]1[C:23]2[C:18](=[CH:19][C:20]([C:3]3[NH:8][C:7](=[O:9])[CH:6]=[C:5]([CH2:10][S:11]([CH3:14])(=[O:13])=[O:12])[N:4]=3)=[CH:21][CH:22]=2)[CH:17]=[CH:16]1, predict the reactants needed to synthesize it. The reactants are: CS[C:3]1[N:8]=[C:7]([OH:9])[CH:6]=[C:5]([CH2:10][S:11]([CH3:14])(=[O:13])=[O:12])[N:4]=1.[NH:15]1[C:23]2[C:18](=[CH:19][C:20](B(O)O)=[CH:21][CH:22]=2)[CH:17]=[CH:16]1.